From a dataset of Reaction yield outcomes from USPTO patents with 853,638 reactions. Predict the reaction yield, written as a fraction of the theoretical maximum amount of product (1.0 means a 100% yield; for example, 0.34 means a 34% yield). (1) The reactants are C([O:3][C:4]([C:6]1[CH:11]=[CH:10][CH:9]=[C:8]([S:12][CH:13]([CH2:15][CH3:16])[CH3:14])[N:7]=1)=O)C.[Li+].[BH4-].O. The catalyst is C1COCC1. The product is [CH:13]([S:12][C:8]1[N:7]=[C:6]([CH2:4][OH:3])[CH:11]=[CH:10][CH:9]=1)([CH2:15][CH3:16])[CH3:14]. The yield is 0.900. (2) The reactants are C([Si]([O:8][C:9]1[CH:14]=[C:13]([O:15][Si](C(C)(C)C)(C)C)[CH:12]=[CH:11][C:10]=1[CH:23]1[CH2:28][CH2:27][C:26](=[CH2:29])[CH2:25][CH2:24]1)(C)C)(C)(C)C.[F-].C([N+](CCCC)(CCCC)CCCC)CCC. The catalyst is O1CCCC1. The product is [CH2:29]=[C:26]1[CH2:27][CH2:28][CH:23]([C:10]2[CH:11]=[CH:12][C:13]([OH:15])=[CH:14][C:9]=2[OH:8])[CH2:24][CH2:25]1. The yield is 0.900. (3) The reactants are [N+:1]([C:4]1[CH:5]=[C:6]([CH:10]=[CH:11][C:12]=1[N+:13]([O-:15])=[O:14])[C:7]([OH:9])=O)([O-:3])=[O:2].S(Cl)(Cl)=O.C(N(CC)CC)C.[NH:27]1[CH2:32][CH2:31][O:30][CH2:29][CH2:28]1. The catalyst is O.CN(C)C=O. The product is [N+:1]([C:4]1[CH:5]=[C:6]([C:7]([N:27]2[CH2:32][CH2:31][O:30][CH2:29][CH2:28]2)=[O:9])[CH:10]=[CH:11][C:12]=1[N+:13]([O-:15])=[O:14])([O-:3])=[O:2]. The yield is 0.970. (4) The reactants are [NH:1]1[CH2:6][CH2:5][CH:4]([C:7]2[CH:29]=[CH:28][C:10]([C:11]([NH:13][C:14]3[CH:19]=[CH:18][CH:17]=[CH:16][C:15]=3[NH:20]C(=O)OC(C)(C)C)=[O:12])=[CH:9][CH:8]=2)[CH2:3][CH2:2]1.[CH3:30][N:31]1[C:35]([CH3:36])=[C:34]([CH:37]=O)[C:33]([CH3:39])=[N:32]1. No catalyst specified. The product is [NH2:20][C:15]1[CH:16]=[CH:17][CH:18]=[CH:19][C:14]=1[NH:13][C:11](=[O:12])[C:10]1[CH:9]=[CH:8][C:7]([CH:4]2[CH2:5][CH2:6][N:1]([CH2:37][C:34]3[C:33]([CH3:39])=[N:32][N:31]([CH3:30])[C:35]=3[CH3:36])[CH2:2][CH2:3]2)=[CH:29][CH:28]=1. The yield is 0.560. (5) The reactants are [CH3:1][O:2][C:3]([C:5]1([C:8]2[CH:13]=[CH:12][C:11]([O:14][CH2:15][CH2:16][C:17]([O:19]C(C)(C)C)=[O:18])=[CH:10][CH:9]=2)[CH2:7][CH2:6]1)=[O:4]. The catalyst is Cl. The product is [CH3:1][O:2][C:3]([C:5]1([C:8]2[CH:13]=[CH:12][C:11]([O:14][CH2:15][CH2:16][C:17]([OH:19])=[O:18])=[CH:10][CH:9]=2)[CH2:7][CH2:6]1)=[O:4]. The yield is 0.960. (6) The reactants are [I:1][C:2]1[CH:7]=[CH:6][C:5]([C:8](=[O:13])[CH2:9][C:10](=[O:12])[CH3:11])=[CH:4][CH:3]=1.C[C:15](C1C=CC(I)=CC=1)=[O:16].[H-].[Na+].C[C:27]([CH3:35])([CH3:34])[C:28](=O)[CH2:29][C:30](=[O:32])[CH3:31]. The catalyst is C(OCC)(=O)C. The product is [OH:32][C:30]1[CH:29]=[CH:28][C:27](/[CH:34]=[CH:11]/[C:10](=[O:12])[CH2:9][C:8]([C:5]2[CH:4]=[CH:3][C:2]([I:1])=[CH:7][CH:6]=2)=[O:13])=[CH:35][C:31]=1[O:16][CH3:15]. The yield is 0.310. (7) The reactants are [CH2:1]([O:8][C:9]1[CH:18]=[C:17]2[C:12]([C:13](Cl)=[N:14][CH:15]=[N:16]2)=[CH:11][C:10]=1[F:20])[C:2]1[CH:7]=[CH:6][CH:5]=[CH:4][CH:3]=1.[NH2:21][C:22]1[CH:26]=[C:25]([CH2:27][C:28]([NH:30][C:31]2[CH:36]=[CH:35][CH:34]=[C:33]([F:37])[CH:32]=2)=[O:29])[NH:24][N:23]=1. The catalyst is CC(O)C.C(OCC)C. The product is [CH2:1]([O:8][C:9]1[CH:18]=[C:17]2[C:12]([C:13]([NH:21][C:22]3[CH:26]=[C:25]([CH2:27][C:28]([NH:30][C:31]4[CH:36]=[CH:35][CH:34]=[C:33]([F:37])[CH:32]=4)=[O:29])[NH:24][N:23]=3)=[N:14][CH:15]=[N:16]2)=[CH:11][C:10]=1[F:20])[C:2]1[CH:7]=[CH:6][CH:5]=[CH:4][CH:3]=1. The yield is 0.920. (8) The reactants are C1C(=O)N([Br:8])C(=O)C1.[NH:9]1[C:14]2[CH:15]=[CH:16][CH:17]=[CH:18][C:13]=2[CH2:12][CH2:11][S:10]1(=[O:20])=[O:19].O.CCOC(C)=O. The catalyst is CN(C=O)C. The product is [Br:8][C:17]1[CH:16]=[CH:15][C:14]2[NH:9][S:10](=[O:19])(=[O:20])[CH2:11][CH2:12][C:13]=2[CH:18]=1. The yield is 0.790.